From a dataset of Peptide-MHC class II binding affinity with 134,281 pairs from IEDB. Regression. Given a peptide amino acid sequence and an MHC pseudo amino acid sequence, predict their binding affinity value. This is MHC class II binding data. (1) The peptide sequence is ELLKTVRLIKFLYQSNP. The MHC is DRB1_1201 with pseudo-sequence DRB1_1201. The binding affinity (normalized) is 0.999. (2) The MHC is HLA-DPA10201-DPB10501 with pseudo-sequence HLA-DPA10201-DPB10501. The binding affinity (normalized) is 0.441. The peptide sequence is SGFLGPLLVLQAGFFLLTR. (3) The peptide sequence is WSKDIYNYMEPYVSK. The MHC is DRB1_1501 with pseudo-sequence DRB1_1501. The binding affinity (normalized) is 0.779.